This data is from Full USPTO retrosynthesis dataset with 1.9M reactions from patents (1976-2016). The task is: Predict the reactants needed to synthesize the given product. Given the product [N+:1]([C:4]1[C:5]([NH:10][CH2:11][CH2:12][CH2:13][NH2:14])=[N:6][CH:7]=[CH:8][CH:9]=1)([O-:3])=[O:2].[ClH:22], predict the reactants needed to synthesize it. The reactants are: [N+:1]([C:4]1[C:5]([NH:10][CH2:11][CH2:12][CH2:13][NH:14]C(=O)OC(C)(C)C)=[N:6][CH:7]=[CH:8][CH:9]=1)([O-:3])=[O:2].[ClH:22].C(OC(C)C)(C)C.